From a dataset of Forward reaction prediction with 1.9M reactions from USPTO patents (1976-2016). Predict the product of the given reaction. (1) Given the reactants [N+:1]([C:4]1[C:12]2[O:11][C:10](C(O)=O)=[CH:9][C:8]=2[CH:7]=[CH:6][CH:5]=1)([O-:3])=[O:2], predict the reaction product. The product is: [N+:1]([C:4]1[C:12]2[O:11][CH:10]=[CH:9][C:8]=2[CH:7]=[CH:6][CH:5]=1)([O-:3])=[O:2]. (2) The product is: [Cl:12][C:13]1[CH:22]=[C:21]([N:23]([CH2:2][CH:3]([CH3:5])[CH3:4])[S:24]([CH3:27])(=[O:26])=[O:25])[CH:20]=[CH:19][C:14]=1[C:15]([O:17][CH3:18])=[O:16]. Given the reactants I[CH2:2][CH:3]([CH3:5])[CH3:4].C(=O)([O-])[O-].[Cs+].[Cs+].[Cl:12][C:13]1[CH:22]=[C:21]([NH:23][S:24]([CH3:27])(=[O:26])=[O:25])[CH:20]=[CH:19][C:14]=1[C:15]([O:17][CH3:18])=[O:16], predict the reaction product. (3) Given the reactants CC(OI1(OC(C)=O)(OC(C)=O)OC(=O)C2C=CC=CC1=2)=O.[F:23][C:24]([F:44])([F:43])[C:25]1[CH:26]=[CH:27][C:28]([O:31][C:32]2[CH:42]=[CH:41][C:35]([O:36][CH:37]([CH3:40])[CH2:38][OH:39])=[CH:34][CH:33]=2)=[N:29][CH:30]=1, predict the reaction product. The product is: [F:43][C:24]([F:23])([F:44])[C:25]1[CH:26]=[CH:27][C:28]([O:31][C:32]2[CH:42]=[CH:41][C:35]([O:36][CH:37]([CH3:40])[CH:38]=[O:39])=[CH:34][CH:33]=2)=[N:29][CH:30]=1.